This data is from Reaction yield outcomes from USPTO patents with 853,638 reactions. The task is: Predict the reaction yield, written as a fraction of the theoretical maximum amount of product (1.0 means a 100% yield; for example, 0.34 means a 34% yield). (1) The reactants are Br[C:2]1[CH:7]=[CH:6][C:5]([S:8][CH3:9])=[CH:4][CH:3]=1.C([Li])CCC.C[O:16][B:17](OC)[O:18]C.[OH-].[Na+].C(O)(=O)CC(CC(O)=O)(C(O)=O)O. The catalyst is O1CCCC1.O. The product is [CH3:9][S:8][C:5]1[CH:6]=[CH:7][C:2]([B:17]([OH:18])[OH:16])=[CH:3][CH:4]=1. The yield is 0.360. (2) The product is [O:21]=[C:10]1[C:9]([NH:8][C:6](=[O:7])[C:5]2[CH:22]=[CH:23][C:2]([N:24]3[CH2:29][CH2:28][CH2:27][CH2:26][CH2:25]3)=[CH:3][CH:4]=2)=[CH:14][C:13]([C:15]2[CH:20]=[CH:19][N:18]=[CH:17][CH:16]=2)=[CH:12][NH:11]1. The reactants are Br[C:2]1[CH:23]=[CH:22][C:5]([C:6]([NH:8][C:9]2[C:10](=[O:21])[NH:11][CH:12]=[C:13]([C:15]3[CH:20]=[CH:19][N:18]=[CH:17][CH:16]=3)[CH:14]=2)=[O:7])=[CH:4][CH:3]=1.[NH:24]1[CH2:29][CH2:28][CH2:27][CH2:26][CH2:25]1. The yield is 0.430. The catalyst is CN1C(=O)CCC1. (3) The reactants are Cl[C:2]1[C:7]([C:8]([NH2:10])=[O:9])=[CH:6][N:5]=[C:4](Cl)C=1.[O:12]([C:19]1[CH:24]=[CH:23][C:22]([OH:25])=[CH:21][CH:20]=1)[C:13]1[CH:18]=[CH:17][CH:16]=[CH:15][CH:14]=1.[NH2:26][CH:27]1[CH2:41][C:29]2([CH2:32][CH:31]([NH:33][C:34](=[O:40])OC(C)(C)C)[CH2:30]2)[CH2:28]1.C(O)(=O)[CH:43]=[CH2:44].C(C1C=CC(C2CCN(C(OC(C)(C)C)=O)CC=2)=NC=1NC1C=CC(CCN2CCCC2)=CC=1)(=O)[NH2:48]. No catalyst specified. The product is [C:34]([NH:33][CH:31]1[CH2:30][C:29]2([CH2:28][CH:27]([NH:26][C:4]3[N:5]=[C:6]([O:25][C:22]4[CH:21]=[CH:20][C:19]([O:12][C:13]5[CH:18]=[CH:17][CH:16]=[CH:15][CH:14]=5)=[CH:24][CH:23]=4)[C:7]([C:8]([NH2:10])=[O:9])=[CH:2][N:48]=3)[CH2:41]2)[CH2:32]1)(=[O:40])[CH:43]=[CH2:44]. The yield is 0.186. (4) The reactants are [CH3:1][C:2]1[N:3]=[CH:4][NH:5][CH:6]=1.[CH2:7]([O:9][C:10]1[CH:11]=[C:12]([CH:15]=[CH:16][C:17]=1F)[CH:13]=[O:14])[CH3:8]. The catalyst is CN(C=O)C. The product is [CH2:7]([O:9][C:10]1[CH:11]=[C:12]([CH:15]=[CH:16][C:17]=1[N:5]1[CH:6]=[C:2]([CH3:1])[N:3]=[CH:4]1)[CH:13]=[O:14])[CH3:8]. The yield is 0.180. (5) The reactants are [CH2:1]([O:8][N:9]1[C:15](=[O:16])[N:14]2[CH2:17][C@H:10]1[CH2:11][CH2:12][C@H:13]2[C:18]([OH:20])=O)[C:2]1[CH:7]=[CH:6][CH:5]=[CH:4][CH:3]=1.[NH2:21][O:22][CH:23]1[CH2:27][N:26]([C:28]([O:30][C:31]([CH3:34])([CH3:33])[CH3:32])=[O:29])[N:25]([C:35]([O:37][C:38]([CH3:41])([CH3:40])[CH3:39])=[O:36])[CH2:24]1.ON1C2C=CC=CC=2N=N1.Cl.C(N=C=NCCCN(C)C)C. The catalyst is C(Cl)Cl. The product is [CH2:1]([O:8][N:9]1[C:15](=[O:16])[N:14]2[CH2:17][C@H:10]1[CH2:11][CH2:12][C@H:13]2[C:18]([NH:21][O:22][CH:23]1[CH2:24][N:25]([C:35]([O:37][C:38]([CH3:39])([CH3:40])[CH3:41])=[O:36])[N:26]([C:28]([O:30][C:31]([CH3:34])([CH3:33])[CH3:32])=[O:29])[CH2:27]1)=[O:20])[C:2]1[CH:3]=[CH:4][CH:5]=[CH:6][CH:7]=1. The yield is 0.850. (6) The reactants are [F:1][C:2]1[CH:7]=[CH:6][CH:5]=[CH:4][C:3]=1[C:8]1[NH:9][CH:10]=[C:11]([CH:13]=[O:14])[N:12]=1.[H-].[Na+].C1OCCOCCOCCOCCOC1.[S:32]1[CH:36]=[CH:35][CH:34]=[C:33]1[S:37](Cl)(=[O:39])=[O:38]. The catalyst is O1CCCC1.O. The product is [F:1][C:2]1[CH:7]=[CH:6][CH:5]=[CH:4][C:3]=1[C:8]1[N:9]([S:37]([C:33]2[S:32][CH:36]=[CH:35][CH:34]=2)(=[O:39])=[O:38])[CH:10]=[C:11]([CH:13]=[O:14])[N:12]=1. The yield is 0.810. (7) The product is [CH3:8][C:5]1[CH:6]=[CH:7][C:2]([C:9]#[N:10])=[N:3][CH:4]=1. The yield is 0.301. The reactants are F[C:2]1[CH:7]=[CH:6][C:5]([CH3:8])=[CH:4][N:3]=1.[C-:9]#[N:10].[Na+].O. The catalyst is CS(C)=O. (8) The reactants are [CH:1]1([C:4]2[N:9]=[C:8]([F:10])[C:7]3[O:11][C:12]4[C:17]([C@@:18]5([CH2:23][CH2:22][O:21][C:20]([NH2:24])=[N:19]5)[C:6]=3[CH:5]=2)=[CH:16][C:15]([NH2:25])=[CH:14][CH:13]=4)[CH2:3][CH2:2]1.[Cl:26][C:27]1[CH:28]=[CH:29][C:30]([C:33](O)=[O:34])=[N:31][CH:32]=1.C(N(CC)CC)C.CCCP(=O)=O. The catalyst is CCOC(C)=O. The product is [NH2:24][C:20]1[O:21][CH2:22][CH2:23][C@:18]2([C:6]3[CH:5]=[C:4]([CH:1]4[CH2:3][CH2:2]4)[N:9]=[C:8]([F:10])[C:7]=3[O:11][C:12]3[C:17]2=[CH:16][C:15]([NH:25][C:33](=[O:34])[C:30]2[CH:29]=[CH:28][C:27]([Cl:26])=[CH:32][N:31]=2)=[CH:14][CH:13]=3)[N:19]=1. The yield is 0.123. (9) The reactants are [Br:1]N1C(=O)CCC1=O.[CH3:9][O:10][C:11]1[CH:12]=[C:13]([P:19](=[O:26])([O:23][CH2:24][CH3:25])[O:20][CH2:21][CH3:22])[CH:14]=[C:15]([O:17][CH3:18])[CH:16]=1.C([O-])([O-])=O.[Na+].[Na+]. The catalyst is C(Cl)Cl. The product is [Br:1][C:12]1[C:11]([O:10][CH3:9])=[CH:16][C:15]([O:17][CH3:18])=[CH:14][C:13]=1[P:19](=[O:26])([O:23][CH2:24][CH3:25])[O:20][CH2:21][CH3:22]. The yield is 0.870.